This data is from Forward reaction prediction with 1.9M reactions from USPTO patents (1976-2016). The task is: Predict the product of the given reaction. (1) Given the reactants [C:1]([O:5][C:6]([NH:8][CH2:9][C:10]([N:12]1[CH2:21][CH2:20][C:19]2[C:14](=[CH:15][CH:16]=[CH:17][C:18]=2[I:22])[CH:13]1[CH2:23][C:24]([O:26]CC)=[O:25])=[O:11])=[O:7])([CH3:4])([CH3:3])[CH3:2].[OH-].[Na+:30], predict the reaction product. The product is: [C:1]([O:5][C:6]([NH:8][CH2:9][C:10]([N:12]1[CH2:21][CH2:20][C:19]2[C:14](=[CH:15][CH:16]=[CH:17][C:18]=2[I:22])[CH:13]1[CH2:23][C:24]([O-:26])=[O:25])=[O:11])=[O:7])([CH3:4])([CH3:2])[CH3:3].[Na+:30]. (2) Given the reactants [F:1][C:2](N1C=C(C(F)(F)F)C=N1)([F:7])[C:3]([F:6])([F:5])[F:4].[CH2:17]([SH:24])[C:18]1[CH:23]=[CH:22][CH:21]=[CH:20][CH:19]=1.[CH2:25]([N:27]([CH2:30]C)CC)C.[C:32](#[N:34])[CH3:33], predict the reaction product. The product is: [CH2:17]([S:24][C:25]1[N:27]([CH3:30])[N:34]=[C:32]([C:2]([F:1])([F:7])[C:3]([F:4])([F:5])[F:6])[C:33]=1[C:3]([F:6])([F:5])[F:4])[C:18]1[CH:23]=[CH:22][CH:21]=[CH:20][CH:19]=1. (3) Given the reactants [Br:1][C:2]1[CH:3]=[C:4]([O:19][C:20]2[CH:25]=[CH:24][CH:23]=[CH:22][CH:21]=2)[C:5]([NH:8][C:9]2[S:10][CH:11]=[C:12]([CH2:14][CH2:15][C:16]([OH:18])=O)[N:13]=2)=[N:6][CH:7]=1.CCN(C(C)C)C(C)C.CN(C(F)=[N+](C)C)C.F[P-](F)(F)(F)(F)F.O[NH:51][C:52](=[NH:54])[CH3:53], predict the reaction product. The product is: [Br:1][C:2]1[CH:3]=[C:4]([O:19][C:20]2[CH:25]=[CH:24][CH:23]=[CH:22][CH:21]=2)[C:5]([NH:8][C:9]2[S:10][CH:11]=[C:12]([CH2:14][CH2:15][C:16]3[O:18][N:54]=[C:52]([CH3:53])[N:51]=3)[N:13]=2)=[N:6][CH:7]=1.